From a dataset of Forward reaction prediction with 1.9M reactions from USPTO patents (1976-2016). Predict the product of the given reaction. (1) Given the reactants [CH2:1]([O:3][C:4](=[O:20])[C:5](=[O:19])[CH2:6][C:7]([C:10]1[CH:15]=[CH:14][CH:13]=[C:12]([F:16])[C:11]=1[O:17][CH3:18])([CH3:9])[CH3:8])[CH3:2].[F:21][C:22]([Si](C)(C)C)([F:27])[C:23]([F:26])([F:25])[F:24].[F-].C[N+](C)(C)C.Cl, predict the reaction product. The product is: [CH2:1]([O:3][C:4](=[O:20])[C:5]([OH:19])([C:22]([F:27])([F:21])[C:23]([F:26])([F:25])[F:24])[CH2:6][C:7]([C:10]1[CH:15]=[CH:14][CH:13]=[C:12]([F:16])[C:11]=1[O:17][CH3:18])([CH3:9])[CH3:8])[CH3:2]. (2) Given the reactants [CH2:1]1[C:9]2[C:4](=[CH:5][CH:6]=[CH:7][CH:8]=2)[CH2:3][NH:2]1.[F:10][CH:11]([F:43])[CH2:12][CH2:13][C:14]([C:25]1[CH:26]=[C:27]2[C:31](=[CH:32][CH:33]=1)[N:30]([C:34]([O:36][C:37]([CH3:40])([CH3:39])[CH3:38])=[O:35])[C:29](=[O:41])[C:28]2=[O:42])([C:20]([O:22][CH2:23][CH3:24])=[O:21])[CH2:15][CH2:16][CH:17]([F:19])[F:18], predict the reaction product. The product is: [C:37]([O:36][C:34]([NH:30][C:31]1[CH:32]=[CH:33][C:25]([C:14]([CH2:15][CH2:16][CH:17]([F:19])[F:18])([CH2:13][CH2:12][CH:11]([F:43])[F:10])[C:20]([O:22][CH2:23][CH3:24])=[O:21])=[CH:26][C:27]=1[C:28](=[O:42])[C:29]([N:2]1[CH2:3][C:4]2[C:9](=[CH:8][CH:7]=[CH:6][CH:5]=2)[CH2:1]1)=[O:41])=[O:35])([CH3:39])([CH3:38])[CH3:40]. (3) Given the reactants [Cl:1][C:2]1[CH:27]=[C:26]([Cl:28])[CH:25]=[CH:24][C:3]=1[O:4][C:5]1[CH:10]=[CH:9][CH:8]=[CH:7][C:6]=1[NH:11][S:12]([C:15]1[CH:23]=[CH:22][C:18]([C:19]([OH:21])=O)=[CH:17][CH:16]=1)(=[O:14])=[O:13].[N:29]1[CH:34]=[CH:33][CH:32]=[C:31]([CH2:35][N:36]2[CH2:41][CH2:40][NH:39][CH2:38][CH2:37]2)[CH:30]=1, predict the reaction product. The product is: [Cl:1][C:2]1[CH:27]=[C:26]([Cl:28])[CH:25]=[CH:24][C:3]=1[O:4][C:5]1[CH:10]=[CH:9][CH:8]=[CH:7][C:6]=1[NH:11][S:12]([C:15]1[CH:23]=[CH:22][C:18]([C:19]([N:39]2[CH2:40][CH2:41][N:36]([CH2:35][C:31]3[CH:30]=[N:29][CH:34]=[CH:33][CH:32]=3)[CH2:37][CH2:38]2)=[O:21])=[CH:17][CH:16]=1)(=[O:13])=[O:14]. (4) Given the reactants [CH3:1][N:2]([C:4](=[O:31])[C:5]([N:7]([CH3:30])[C@@H:8]1[CH2:14][CH2:13][CH2:12][C@@H:11]([CH3:15])[N:10]2[C:16](=[O:29])[C:17]([O:24]S(C)(=O)=O)=[C:18]([C:20](OC)=[O:21])[N:19]=[C:9]12)=[O:6])[CH3:3].[CH3:32][C:33]1[CH:40]=[CH:39][C:36]([CH2:37][NH2:38])=[CH:35][C:34]=1[F:41], predict the reaction product. The product is: [F:41][C:34]1[CH:35]=[C:36]([CH:39]=[CH:40][C:33]=1[CH3:32])[CH2:37][NH:38][C:20]([C:18]1[N:19]=[C:9]2[C@H:8]([N:7]([CH3:30])[C:5](=[O:6])[C:4]([N:2]([CH3:3])[CH3:1])=[O:31])[CH2:14][CH2:13][CH2:12][C@@H:11]([CH3:15])[N:10]2[C:16](=[O:29])[C:17]=1[OH:24])=[O:21].